Dataset: Reaction yield outcomes from USPTO patents with 853,638 reactions. Task: Predict the reaction yield, written as a fraction of the theoretical maximum amount of product (1.0 means a 100% yield; for example, 0.34 means a 34% yield). (1) No catalyst specified. The yield is 0.990. The reactants are [CH3:1][N:2]1[C:10]2[C:5](=[CH:6][CH:7]=[CH:8][CH:9]=2)[C:4]([CH:11]=O)=[CH:3]1.[S:13]1[C:17]2[CH:18]=[CH:19][CH:20]=[CH:21][C:16]=2[N:15]=[C:14]1[CH2:22][C:23]#[N:24]. The product is [S:13]1[C:17]2[CH:18]=[CH:19][CH:20]=[CH:21][C:16]=2[N:15]=[C:14]1/[C:22](=[CH:11]/[C:4]1[C:5]2[C:10](=[CH:9][CH:8]=[CH:7][CH:6]=2)[N:2]([CH3:1])[CH:3]=1)/[C:23]#[N:24]. (2) The reactants are Br[C:2]1[CH:7]=[CH:6][C:5]([F:8])=[C:4]([O:9][CH3:10])[CH:3]=1.[Li]CCCC.[B:16](OC)([O:19]C)[O:17]C. The catalyst is C1COCC1. The product is [CH3:10][O:9][C:4]1[CH:3]=[C:2]([B:16]([OH:19])[OH:17])[CH:7]=[CH:6][C:5]=1[F:8]. The yield is 0.350. (3) The reactants are [CH:1]1([C:7]2[NH:8][C:9]3[C:14]([C:15]=2[CH:16]=[O:17])=[CH:13][C:12]([O:18][CH3:19])=[CH:11][CH:10]=3)[CH2:6][CH2:5][CH2:4][CH2:3][CH2:2]1.[H-].[Na+].I[CH2:23][CH3:24]. The catalyst is CN(C=O)C. The product is [CH:1]1([C:7]2[N:8]([CH2:23][CH3:24])[C:9]3[C:14]([C:15]=2[CH:16]=[O:17])=[CH:13][C:12]([O:18][CH3:19])=[CH:11][CH:10]=3)[CH2:2][CH2:3][CH2:4][CH2:5][CH2:6]1. The yield is 0.750.